From a dataset of NCI-60 drug combinations with 297,098 pairs across 59 cell lines. Regression. Given two drug SMILES strings and cell line genomic features, predict the synergy score measuring deviation from expected non-interaction effect. (1) Drug 1: CC(CN1CC(=O)NC(=O)C1)N2CC(=O)NC(=O)C2. Drug 2: CC1C(C(CC(O1)OC2CC(CC3=C2C(=C4C(=C3O)C(=O)C5=C(C4=O)C(=CC=C5)OC)O)(C(=O)CO)O)N)O.Cl. Cell line: K-562. Synergy scores: CSS=42.2, Synergy_ZIP=-0.681, Synergy_Bliss=-1.81, Synergy_Loewe=-0.528, Synergy_HSA=2.26. (2) Drug 1: C1=CC(=CC=C1CC(C(=O)O)N)N(CCCl)CCCl.Cl. Drug 2: CC=C1C(=O)NC(C(=O)OC2CC(=O)NC(C(=O)NC(CSSCCC=C2)C(=O)N1)C(C)C)C(C)C. Cell line: MDA-MB-231. Synergy scores: CSS=45.9, Synergy_ZIP=6.95, Synergy_Bliss=9.88, Synergy_Loewe=-8.53, Synergy_HSA=10.3. (3) Drug 1: CC1=CC2C(CCC3(C2CCC3(C(=O)C)OC(=O)C)C)C4(C1=CC(=O)CC4)C. Drug 2: C1=NC2=C(N=C(N=C2N1C3C(C(C(O3)CO)O)F)Cl)N. Cell line: PC-3. Synergy scores: CSS=10.4, Synergy_ZIP=-1.25, Synergy_Bliss=0.426, Synergy_Loewe=-14.8, Synergy_HSA=-2.33. (4) Cell line: SK-MEL-2. Synergy scores: CSS=24.3, Synergy_ZIP=-7.98, Synergy_Bliss=-4.51, Synergy_Loewe=-4.99, Synergy_HSA=-5.25. Drug 1: C1CCC(CC1)NC(=O)N(CCCl)N=O. Drug 2: C1=NC2=C(N=C(N=C2N1C3C(C(C(O3)CO)O)O)F)N. (5) Drug 1: C1=CC(=CC=C1CCCC(=O)O)N(CCCl)CCCl. Drug 2: CN1C(=O)N2C=NC(=C2N=N1)C(=O)N. Cell line: HCT-15. Synergy scores: CSS=19.9, Synergy_ZIP=-9.58, Synergy_Bliss=-3.97, Synergy_Loewe=-17.8, Synergy_HSA=-5.35. (6) Drug 1: CC1=C(C(=O)C2=C(C1=O)N3CC4C(C3(C2COC(=O)N)OC)N4)N. Drug 2: B(C(CC(C)C)NC(=O)C(CC1=CC=CC=C1)NC(=O)C2=NC=CN=C2)(O)O. Cell line: SR. Synergy scores: CSS=68.9, Synergy_ZIP=-1.30, Synergy_Bliss=-1.51, Synergy_Loewe=-2.39, Synergy_HSA=0.142. (7) Drug 1: CN(C)N=NC1=C(NC=N1)C(=O)N. Drug 2: CN(C(=O)NC(C=O)C(C(C(CO)O)O)O)N=O. Cell line: KM12. Synergy scores: CSS=26.6, Synergy_ZIP=17.0, Synergy_Bliss=16.9, Synergy_Loewe=13.3, Synergy_HSA=16.7. (8) Drug 1: CC1C(C(CC(O1)OC2CC(OC(C2O)C)OC3=CC4=CC5=C(C(=O)C(C(C5)C(C(=O)C(C(C)O)O)OC)OC6CC(C(C(O6)C)O)OC7CC(C(C(O7)C)O)OC8CC(C(C(O8)C)O)(C)O)C(=C4C(=C3C)O)O)O)O. Drug 2: CC(C)(C#N)C1=CC(=CC(=C1)CN2C=NC=N2)C(C)(C)C#N. Cell line: HT29. Synergy scores: CSS=46.2, Synergy_ZIP=2.20, Synergy_Bliss=-1.23, Synergy_Loewe=-18.9, Synergy_HSA=-1.95.